This data is from Forward reaction prediction with 1.9M reactions from USPTO patents (1976-2016). The task is: Predict the product of the given reaction. (1) The product is: [CH:19]([N:18]1[C:14]([C:12]2[N:13]=[C:6]3[C:5]4[CH:23]=[CH:24][C:2]([C:36]5[CH:35]=[N:34][N:33]([C:26]([CH3:25])([CH3:32])[C:27]([O:29][CH2:30][CH3:31])=[O:28])[CH:37]=5)=[CH:3][C:4]=4[O:10][CH2:9][CH2:8][N:7]3[CH:11]=2)=[N:15][C:16]([CH3:22])=[N:17]1)([CH3:21])[CH3:20]. Given the reactants Br[C:2]1[CH:24]=[CH:23][C:5]2[C:6]3[N:7]([CH:11]=[C:12]([C:14]4[N:18]([CH:19]([CH3:21])[CH3:20])[N:17]=[C:16]([CH3:22])[N:15]=4)[N:13]=3)[CH2:8][CH2:9][O:10][C:4]=2[CH:3]=1.[CH3:25][C:26]([N:33]1[CH:37]=[C:36](B2OC(C)(C)C(C)(C)O2)[CH:35]=[N:34]1)([CH3:32])[C:27]([O:29][CH2:30][CH3:31])=[O:28].C([O-])([O-])=O.[Cs+].[Cs+].O, predict the reaction product. (2) Given the reactants [Si:1]([O:8][CH2:9][C@@H:10]1[C@@H:14]([C:15]2[CH:20]=[CH:19][CH:18]=[CH:17][CH:16]=2)[CH2:13][NH:12][CH2:11]1)([C:4]([CH3:7])([CH3:6])[CH3:5])([CH3:3])[CH3:2].N1C=CC=CC=1.Cl[C:28]([O:30][C:31]1[CH:40]=[CH:39][C:34]([C:35]([O:37][CH3:38])=[O:36])=[CH:33][CH:32]=1)=[O:29], predict the reaction product. The product is: [Si:1]([O:8][CH2:9][C@@H:10]1[C@@H:14]([C:15]2[CH:20]=[CH:19][CH:18]=[CH:17][CH:16]=2)[CH2:13][N:12]([C:28]([O:30][C:31]2[CH:32]=[CH:33][C:34]([C:35]([O:37][CH3:38])=[O:36])=[CH:39][CH:40]=2)=[O:29])[CH2:11]1)([C:4]([CH3:7])([CH3:6])[CH3:5])([CH3:3])[CH3:2]. (3) Given the reactants C[O:2][C:3]1[C:8]2[O:9][C:10]3[C:11]4[CH:12]([CH2:13][NH:14][CH2:15][C:16]=4[CH:17]=[CH:18][CH:19]=3)[C:7]=2[CH:6]=[CH:5][C:4]=1[O:20]C.B(Br)(Br)[Br:23].CO, predict the reaction product. The product is: [BrH:23].[OH:2][C:3]1[C:8]2[O:9][C:10]3[C:11]4[CH:12]([CH2:13][NH:14][CH2:15][C:16]=4[CH:17]=[CH:18][CH:19]=3)[C:7]=2[CH:6]=[CH:5][C:4]=1[OH:20]. (4) Given the reactants [CH3:1][C:2]([CH3:26])([CH3:25])[C:3]#[C:4][C:5]1[S:9][C:8]([C:10]([O:12][CH3:13])=[O:11])=[C:7]([NH:14][C@H:15]2[CH2:19][CH2:18][N:17]([CH2:20][CH2:21][O:22][CH3:23])[C:16]2=[O:24])[CH:6]=1.N1C=CC=CC=1.[CH3:33][CH:34]1[CH2:39][CH2:38][CH:37]([C:40](Cl)=[O:41])[CH2:36][CH2:35]1, predict the reaction product. The product is: [CH3:1][C:2]([CH3:26])([CH3:25])[C:3]#[C:4][C:5]1[S:9][C:8]([C:10]([O:12][CH3:13])=[O:11])=[C:7]([N:14]([C@H:15]2[CH2:19][CH2:18][N:17]([CH2:20][CH2:21][O:22][CH3:23])[C:16]2=[O:24])[C:40]([C@H:37]2[CH2:38][CH2:39][C@H:34]([CH3:33])[CH2:35][CH2:36]2)=[O:41])[CH:6]=1. (5) Given the reactants [H-].[Na+].[OH:3][C:4]1[CH:9]=[CH:8][CH:7]=[CH:6][C:5]=1[C:10]1[CH:15]=[CH:14][C:13]([B:16]([OH:18])[OH:17])=[CH:12][CH:11]=1.[CH3:19][SiH:20]([CH3:22])[CH3:21].C1[CH2:27][O:26][CH2:25][CH2:24]1, predict the reaction product. The product is: [CH3:19][Si:20]([CH3:22])([CH3:21])[CH2:24][CH2:25][O:26][CH2:27][O:3][C:4]1[CH:9]=[CH:8][CH:7]=[CH:6][C:5]=1[C:10]1[CH:15]=[CH:14][C:13]([B:16]([OH:18])[OH:17])=[CH:12][CH:11]=1.